Dataset: Peptide-MHC class II binding affinity with 134,281 pairs from IEDB. Task: Regression. Given a peptide amino acid sequence and an MHC pseudo amino acid sequence, predict their binding affinity value. This is MHC class II binding data. (1) The peptide sequence is NAAYNAADHAAPEDK. The MHC is HLA-DQA10102-DQB10502 with pseudo-sequence HLA-DQA10102-DQB10502. The binding affinity (normalized) is 0.781. (2) The MHC is HLA-DQA10101-DQB10501 with pseudo-sequence HLA-DQA10101-DQB10501. The binding affinity (normalized) is 0.213. The peptide sequence is PPLYATGRLSQAQLMPSPPM. (3) The peptide sequence is FNLIDTKCYKLEH. The MHC is DRB1_0301 with pseudo-sequence DRB1_0301. The binding affinity (normalized) is 0.132. (4) The peptide sequence is VNVQTKPSLFKVRNG. The MHC is DRB5_0101 with pseudo-sequence DRB5_0101. The binding affinity (normalized) is 0.898.